From a dataset of Reaction yield outcomes from USPTO patents with 853,638 reactions. Predict the reaction yield, written as a fraction of the theoretical maximum amount of product (1.0 means a 100% yield; for example, 0.34 means a 34% yield). The reactants are [C:1]1([C:13]([OH:15])=O)[C:11]2=[C:12]3[C:7](=[CH:8][CH:9]=[CH:10]2)[CH2:6][CH2:5][CH2:4][N:3]3[CH:2]=1.Cl.[CH2:17]([O:24][NH:25][C:26](=[O:32])[CH2:27][CH2:28][CH2:29][CH2:30][NH2:31])[C:18]1[CH:23]=[CH:22][CH:21]=[CH:20][CH:19]=1. No catalyst specified. The product is [CH2:17]([O:24][NH:25][C:26](=[O:32])[CH2:27][CH2:28][CH2:29][CH2:30][NH:31][C:13]([C:1]1[C:11]2=[C:12]3[C:7](=[CH:8][CH:9]=[CH:10]2)[CH2:6][CH2:5][CH2:4][N:3]3[CH:2]=1)=[O:15])[C:18]1[CH:23]=[CH:22][CH:21]=[CH:20][CH:19]=1. The yield is 0.380.